From a dataset of Full USPTO retrosynthesis dataset with 1.9M reactions from patents (1976-2016). Predict the reactants needed to synthesize the given product. (1) The reactants are: C(N=C=NC(C)C)(C)C.[F:10][C:11]1[CH:16]=[CH:15][C:14]([C:17]2[O:21][N:20]=[C:19]([NH2:22])[CH:18]=2)=[CH:13][CH:12]=1.[CH2:23]([O:25][C:26](=[O:31])[CH2:27][C:28](O)=[O:29])[CH3:24]. Given the product [CH2:23]([O:25][C:26](=[O:31])[CH2:27][C:28]([NH:22][C:19]1[CH:18]=[C:17]([C:14]2[CH:13]=[CH:12][C:11]([F:10])=[CH:16][CH:15]=2)[O:21][N:20]=1)=[O:29])[CH3:24], predict the reactants needed to synthesize it. (2) Given the product [ClH:21].[C:23]([CH2:24][C@H:25]([NH:1][C@@H:2]([C:5]1[C:6]([F:22])=[C:7]([C:18]([Cl:21])=[CH:19][CH:20]=1)[O:8][C:9]1[CH:10]=[CH:11][C:12]([C:15]([NH2:17])=[O:16])=[N:13][CH:14]=1)[CH2:3][CH3:4])[CH3:27])(=[O:28])[NH2:29], predict the reactants needed to synthesize it. The reactants are: [NH2:1][C@@H:2]([C:5]1[C:6]([F:22])=[C:7]([C:18]([Cl:21])=[CH:19][CH:20]=1)[O:8][C:9]1[CH:10]=[CH:11][C:12]([C:15]([NH2:17])=[O:16])=[N:13][CH:14]=1)[CH2:3][CH3:4].[C:23]([NH2:29])(=[O:28])[CH2:24][C:25]([CH3:27])=O. (3) Given the product [F:10][C:9]1[CH:8]=[C:7]([O:11][CH2:16][C:17]2[N:18]=[CH:19][S:20][CH:21]=2)[CH:6]=[C:5]([F:12])[C:4]=1[C:3]([N:22]1[CH2:26][CH2:25][CH2:24][C@H:23]1[CH2:27][N:28]1[CH2:32][CH2:31][CH2:30][CH2:29]1)=[O:13], predict the reactants needed to synthesize it. The reactants are: CO[C:3](=[O:13])[C:4]1[C:9]([F:10])=[CH:8][C:7]([OH:11])=[CH:6][C:5]=1[F:12].Cl.Cl[CH2:16][C:17]1[N:18]=[CH:19][S:20][CH:21]=1.[NH:22]1[CH2:26][CH2:25][CH2:24][C@H:23]1[CH2:27][N:28]1[CH2:32][CH2:31][CH2:30][CH2:29]1. (4) Given the product [C:1]([O:9][CH2:10][O:11][C:12]([C:13]1[C:14]2[O:22][B:21]([OH:29])[C@@H:20]([NH:34][C:35](=[O:38])[CH2:36][CH3:37])[CH2:19][C:15]=2[CH:16]=[CH:17][CH:18]=1)=[O:41])(=[O:8])[C:2]1[CH:7]=[CH:6][CH:5]=[CH:4][CH:3]=1, predict the reactants needed to synthesize it. The reactants are: [C:1]([O:9][CH2:10][O:11][C:12](=[O:41])[C:13]1[CH:18]=[CH:17][CH:16]=[C:15]([CH2:19][CH:20]([NH:34][C:35](=[O:38])[CH2:36][CH3:37])[B:21]2[O:29]C3C(C)(C4CC(C3)C4(C)C)[O:22]2)[C:14]=1OC)(=[O:8])[C:2]1[CH:7]=[CH:6][CH:5]=[CH:4][CH:3]=1.[Cl-].[Al+3].[Cl-].[Cl-]. (5) The reactants are: [O:1]=[C:2]1[CH2:7][NH:6][CH2:5][CH2:4][N:3]1[CH2:8][C:9]([O:11][CH2:12][CH3:13])=[O:10].CCN(C(C)C)C(C)C.Cl[C:24]([O:26][C:27]1[CH:32]=[CH:31][C:30]([N+:33]([O-:35])=[O:34])=[CH:29][CH:28]=1)=[O:25]. Given the product [CH2:12]([O:11][C:9](=[O:10])[CH2:8][N:3]1[CH2:4][CH2:5][N:6]([C:24]([O:26][C:27]2[CH:28]=[CH:29][C:30]([N+:33]([O-:35])=[O:34])=[CH:31][CH:32]=2)=[O:25])[CH2:7][C:2]1=[O:1])[CH3:13], predict the reactants needed to synthesize it. (6) Given the product [CH3:17][O:18][C:19]([N:2]([CH3:1])[CH2:3][CH2:4][O:5][CH2:6][C:7]([OH:9])=[O:8])=[O:20], predict the reactants needed to synthesize it. The reactants are: [CH3:1][NH:2][CH2:3][CH2:4][O:5][CH2:6][C:7]([OH:9])=[O:8].C(N(CC)CC)C.[CH3:17][O:18][C:19](Cl)=[O:20]. (7) Given the product [CH3:24]/[C:23](/[C:2]1[CH:10]=[C:9]2[C:5]([CH2:6][N:7]([C:12]3[CH:13]=[C:14]4[C:18](=[CH:19][CH:20]=3)[N:17]([CH3:21])[CH:16]=[CH:15]4)[C:8]2=[O:11])=[CH:4][CH:3]=1)=[CH:22]/[CH3:28], predict the reactants needed to synthesize it. The reactants are: Br[C:2]1[CH:10]=[C:9]2[C:5]([CH2:6][N:7]([C:12]3[CH:13]=[C:14]4[C:18](=[CH:19][CH:20]=3)[N:17]([CH3:21])[CH:16]=[CH:15]4)[C:8]2=[O:11])=[CH:4][CH:3]=1.[CH:22](/B(O)O)=[CH:23]/[CH3:24].[C:28](=O)([O-])[O-].[Cs+].[Cs+].COCCOC.O. (8) Given the product [CH:49]1[C:50]2[CH:51]([CH2:53][O:54][C:55]([NH:57][C@@H:58]([CH2:62][CH2:63][CH2:64][CH2:65][NH:66][C:35]([C@@H:34]3[CH2:33][S:32][CH2:31][N:30]3[C:28]([O:27][CH2:26][C:25]3[CH:24]=[CH:23][C:22]([N:19]=[N+:20]=[N-:21])=[CH:39][CH:38]=3)=[O:29])=[O:37])[C:59]([OH:61])=[O:60])=[O:56])[C:52]3[C:44](=[CH:43][CH:42]=[CH:41][CH:40]=3)[C:45]=2[CH:46]=[CH:47][CH:48]=1, predict the reactants needed to synthesize it. The reactants are: [Cl-].COC1N=C(OC)N=C([N+]2(C)CCOCC2)N=1.[N:19]([C:22]1[CH:39]=[CH:38][C:25]([CH2:26][O:27][C:28]([N:30]2[C@H:34]([C:35]([OH:37])=O)[CH2:33][S:32][CH2:31]2)=[O:29])=[CH:24][CH:23]=1)=[N+:20]=[N-:21].[CH:40]1[C:52]2[CH:51]([CH2:53][O:54][C:55]([NH:57][C@@H:58]([CH2:62][CH2:63][CH2:64][CH2:65][NH2:66])[C:59]([OH:61])=[O:60])=[O:56])[C:50]3[C:45](=[CH:46][CH:47]=[CH:48][CH:49]=3)[C:44]=2[CH:43]=[CH:42][CH:41]=1.C(N(C(C)C)CC)(C)C. (9) Given the product [F:16][C:13]([F:14])([F:15])[C:10]1[CH:9]=[CH:8][C:7]([CH:5]2[C:4](=[O:17])[C:3]([O:18][S:33]([CH2:32][C:26]3[CH:31]=[CH:30][CH:29]=[CH:28][CH:27]=3)(=[O:35])=[O:34])=[C:2]([NH2:1])[O:6]2)=[CH:12][CH:11]=1, predict the reactants needed to synthesize it. The reactants are: [NH2:1][C:2]1[O:6][CH:5]([C:7]2[CH:12]=[CH:11][C:10]([C:13]([F:16])([F:15])[F:14])=[CH:9][CH:8]=2)[C:4](=[O:17])[C:3]=1[OH:18].C(N(CC)CC)C.[C:26]1([CH2:32][S:33](Cl)(=[O:35])=[O:34])[CH:31]=[CH:30][CH:29]=[CH:28][CH:27]=1.[Cl-].[NH4+].